This data is from Reaction yield outcomes from USPTO patents with 853,638 reactions. The task is: Predict the reaction yield, written as a fraction of the theoretical maximum amount of product (1.0 means a 100% yield; for example, 0.34 means a 34% yield). (1) The reactants are Br[C:2]1[CH:14]=[CH:13][C:5]([C:6]([O:8][C:9]([CH3:12])([CH3:11])[CH3:10])=[O:7])=[C:4]([Cl:15])[CH:3]=1.C([O-])([O-])=O.[K+].[K+].[C:22]1(C)C=CC=C[CH:23]=1. The catalyst is C1C=CC([P]([Pd]([P](C2C=CC=CC=2)(C2C=CC=CC=2)C2C=CC=CC=2)([P](C2C=CC=CC=2)(C2C=CC=CC=2)C2C=CC=CC=2)[P](C2C=CC=CC=2)(C2C=CC=CC=2)C2C=CC=CC=2)(C2C=CC=CC=2)C2C=CC=CC=2)=CC=1. The product is [Cl:15][C:4]1[CH:3]=[C:2]([CH:22]=[CH2:23])[CH:14]=[CH:13][C:5]=1[C:6]([O:8][C:9]([CH3:12])([CH3:11])[CH3:10])=[O:7]. The yield is 0.460. (2) The reactants are [CH3:1][C:2]1[NH:3][C:4]([CH3:11])=[CH:5][C:6]=1[C:7]([O:9][CH3:10])=[O:8].[Cl-].[Cl-].[Cl-].[Al+3].ClC(N(C)C)=C(C)C.[F:24][C:25]1[CH:30]=[CH:29][C:28]([CH2:31][C:32](O)=[O:33])=[CH:27][C:26]=1[C:35]([N:37]1[CH2:42][CH2:41][CH:40]([O:43][CH3:44])[CH2:39][CH2:38]1)=[O:36].Cl. The catalyst is C(Cl)Cl. The product is [F:24][C:25]1[CH:30]=[CH:29][C:28]([CH2:31][C:32]([C:5]2[C:6]([C:7]([O:9][CH3:10])=[O:8])=[C:2]([CH3:1])[NH:3][C:4]=2[CH3:11])=[O:33])=[CH:27][C:26]=1[C:35]([N:37]1[CH2:38][CH2:39][CH:40]([O:43][CH3:44])[CH2:41][CH2:42]1)=[O:36]. The yield is 0.760. (3) The reactants are Cl.[CH2:2]1[C:10]2[C:5](=[CH:6][CH:7]=[CH:8][CH:9]=2)[CH2:4][CH:3]1[NH:11][C:12]1[N:13]=[CH:14][C:15]2[CH2:21][N:20](C(OC(C)(C)C)=O)[CH2:19][CH2:18][C:16]=2[N:17]=1.COC(C)(C)C.O. The catalyst is O1CCCC1.C(OCC)(=O)C. The product is [CH2:2]1[C:10]2[C:5](=[CH:6][CH:7]=[CH:8][CH:9]=2)[CH2:4][CH:3]1[NH:11][C:12]1[N:13]=[CH:14][C:15]2[CH2:21][NH:20][CH2:19][CH2:18][C:16]=2[N:17]=1. The yield is 0.370.